Task: Binary Classification. Given a miRNA mature sequence and a target amino acid sequence, predict their likelihood of interaction.. Dataset: Experimentally validated miRNA-target interactions with 360,000+ pairs, plus equal number of negative samples (1) The miRNA is mmu-miR-155-5p with sequence UUAAUGCUAAUUGUGAUAGGGGU. The protein sequence of the target gene is MAAIRKKLVIVGDGACGKTCLLIVFSKDQFPEVYVPTVFENYVADIEVDGKQVELALWDTAGQEDYDRLRPLSYPDTDVILMCFSIDSPDSLENIPEKWTPEVKHFCPNVPIILVGNKKDLRNDEHTRRELAKMKQEPVKPEEGRDMANRIGAFGYMECSAKTKDGVREVFEMATRAALQARRGKKKSGCLIL. Result: 1 (interaction). (2) The miRNA is hsa-miR-6505-3p with sequence UGACUUCUACCUCUUCCAAAG. The protein sequence of the target gene is MEWNGLKMIISTMEPQVSNGPTSNTSNGPSSNNRNCPSPMQTGATTDDSKTNLIVNYLPQNMTQEEFRSLFGSIGEIESCKLVRDKITGQSLGYGFVNYIDPKDAEKAINTLNGLRLQTKTIKVSYARPSSASIRDANLYVSGLPKTMTQKELEQLFSQYGRIITSRILVDQVTGVSRGVGFIRFDKRIEAEEAIKGLNGQKPSGATEPITVKFANNPSQKSSQALLSQLYQSPNRRYPGPLHHQAQRFRLDNLLNMAYGVKRLMSGPVPPSACPPRFSPITIDGMTSLVGMNIPGHTGT.... Result: 0 (no interaction). (3) The miRNA is hsa-miR-548q with sequence GCUGGUGCAAAAGUAAUGGCGG. The protein sequence of the target gene is MENLKSGVYPLKEASGCPGADRNLLVYSFYEKGPLTFRDVAIEFSLEEWQCLDTAQQDLYRKVMLENYRNLVFLAGIAVSKPDLITCLEQGKEPWNMKRHAMVDQPPVTYSHFAQDLWPEQGIKDSFQEVILRRYGKCGHEDLQLRTGCKSVDECNLHKECYDELNQCLTTTQSEIFQYDKYVNVFYKFSNPNIQKIRHTGKKPFKCKKCDKSFCMLLHLTQHKRIHIRENSYQCEECGKVFNWFSTLTRHRRIHTGEKPYKCEQCGKAFKQSSTLTTHKIIHTGEKPYRCEECGKTFNR.... Result: 0 (no interaction). (4) The miRNA is hsa-miR-4330 with sequence CCUCAGAUCAGAGCCUUGC. The protein sequence of the target gene is MKPYFCRVFVFCFLIRLLTGEINGSADHRMFSFHNGGVQISCKYPETVQQLKMRLFREREVLCELTKTKGSGNAVSIKNPMLCLYHLSNNSVSFFLNNPDSSQGSYYFCSLSIFDPPPFQERNLSGGYLHIYESQLCCQLKLWLPVGCAAFVVVLLFGCILIIWFSKKKYGSSVHDPNSEYMFMAAVNTNKKSRLAGVTS. Result: 0 (no interaction). (5) The miRNA is hsa-miR-515-3p with sequence GAGUGCCUUCUUUUGGAGCGUU. The protein sequence of the target gene is MRRRSRMLLCFAFLWVLGIAYYMYSGGGSALAGGAGGGAGRKEDWNEIDPIKKKDLHHSNGEEKAQSMETLPPGKVRWPDFNQEAYVGGTMVRSGQDPYARNKFNQVESDKLRMDRAIPDTRHDQCQRKQWRVDLPATSVVITFHNEARSALLRTVVSVLKKSPPHLIKEIILVDDYSNDPEDGALLGKIEKVRVLRNDRREGLMRSRVRGADAAQAKVLTFLDSHCECNEHWLEPLLERVAEDRTRVVSPIIDVINMDNFQYVGASADLKGGFDWNLVFKWDYMTPEQRRSRQGNPVAP.... Result: 1 (interaction). (6) The miRNA is cel-miR-64-5p with sequence UAUGACACUGAAGCGUUACCGAA. The protein sequence of the target gene is MSSHVPADMINLRLILVSGKTKEFLFSPNDSASDIAKHVYDNWPMDWEEEQVSSPNILRLIYQGRFLHGNVTLGALKLPFGKTTVMHLVARETLPEPNSQGQRNREKTGESNCCVIL. Result: 0 (no interaction).